This data is from TCR-epitope binding with 47,182 pairs between 192 epitopes and 23,139 TCRs. The task is: Binary Classification. Given a T-cell receptor sequence (or CDR3 region) and an epitope sequence, predict whether binding occurs between them. Result: 0 (the TCR does not bind to the epitope). The TCR CDR3 sequence is CASSAGTGGGETQYF. The epitope is TPRVTGGGAM.